From a dataset of Forward reaction prediction with 1.9M reactions from USPTO patents (1976-2016). Predict the product of the given reaction. Given the reactants Cl.[C:2]([O:6][C:7](=[O:10])[CH2:8][NH2:9])([CH3:5])([CH3:4])[CH3:3].[CH2:11]([O:13][C:14]1[C:23]2[C:18](=[CH:19][C:20]([O:24][C:25]3[CH:30]=[CH:29][CH:28]=[CH:27][CH:26]=3)=[CH:21][CH:22]=2)[C:17]([CH3:31])=[N:16][C:15]=1[C:32](O)=[O:33])[CH3:12], predict the reaction product. The product is: [C:2]([O:6][C:7](=[O:10])[CH2:8][NH:9][C:32]([C:15]1[N:16]=[C:17]([CH3:31])[C:18]2[C:23]([C:14]=1[O:13][CH2:11][CH3:12])=[CH:22][CH:21]=[C:20]([O:24][C:25]1[CH:30]=[CH:29][CH:28]=[CH:27][CH:26]=1)[CH:19]=2)=[O:33])([CH3:5])([CH3:4])[CH3:3].